Dataset: Human intestinal absorption (HIA) binary classification data from Hou et al.. Task: Regression/Classification. Given a drug SMILES string, predict its absorption, distribution, metabolism, or excretion properties. Task type varies by dataset: regression for continuous measurements (e.g., permeability, clearance, half-life) or binary classification for categorical outcomes (e.g., BBB penetration, CYP inhibition). Dataset: hia_hou. (1) The drug is COc1ccc([C@H](CN(C)C)C2(O)CCCCC2)cc1. The result is 1 (good absorption). (2) The drug is NS(=O)(=O)Cc1noc2ccccc12. The result is 1 (good absorption).